Dataset: Forward reaction prediction with 1.9M reactions from USPTO patents (1976-2016). Task: Predict the product of the given reaction. (1) Given the reactants [Cl:1][C:2]1[CH:3]=[C:4]([CH:6]=[CH:7][CH:8]=1)[NH2:5].Cl.[NH2:10]C1C=CC=CC=1.[N:17]([O-])=O.[Na+].C([O-])(=O)C.[Na+].[C:26]([C:30]1[O:34][N:33]=[C:32]([C:35](=[O:39])[CH2:36][C:37]#[N:38])[CH:31]=1)([CH3:29])([CH3:28])[CH3:27], predict the reaction product. The product is: [C:26]([C:30]1[O:34][N:33]=[C:32]([C:35](=[O:39])[C:36](=[N:10][NH:5][C:4]2[CH:6]=[CH:7][CH:8]=[C:2]([Cl:1])[CH:3]=2)[C:37]#[N:38])[CH:31]=1)([CH3:29])([CH3:27])[CH3:28].[CH3:28][C:26]([C:30]1[O:34][N:33]=[C:32]([C:35](/[C:36](/[C:37]#[N:38])=[N:17]/[NH:5][C:4]2[CH:6]=[CH:7][CH:8]=[C:2]([Cl:1])[CH:3]=2)=[O:39])[CH:31]=1)([CH3:29])[CH3:27]. (2) Given the reactants C([O:3][C:4](=[O:36])[C:5]([C:8]1[CH:13]=[CH:12][C:11]([CH2:14][CH2:15][N:16]2[CH2:21][CH2:20][CH:19]([C:22]3[N:26]([CH2:27][CH2:28][O:29][CH2:30][CH3:31])[C:25]4[CH:32]=[CH:33][CH:34]=[CH:35][C:24]=4[N:23]=3)[CH2:18][CH2:17]2)=[CH:10][CH:9]=1)([CH3:7])[CH3:6])C.[OH-].[Na+].C(O)C.O, predict the reaction product. The product is: [CH2:30]([O:29][CH2:28][CH2:27][N:26]1[C:25]2[CH:32]=[CH:33][CH:34]=[CH:35][C:24]=2[N:23]=[C:22]1[CH:19]1[CH2:20][CH2:21][N:16]([CH2:15][CH2:14][C:11]2[CH:10]=[CH:9][C:8]([C:5]([CH3:6])([CH3:7])[C:4]([OH:36])=[O:3])=[CH:13][CH:12]=2)[CH2:17][CH2:18]1)[CH3:31]. (3) Given the reactants [CH3:1][C:2]1[CH:7]=[CH:6][C:5]([S:8]([O:11][CH2:12][CH:13]2[O:17][C:16](=[O:18])[N:15]([CH2:19]C3C=CC(F)=CC=3)[CH2:14]2)(=[O:10])=[O:9])=[CH:4][CH:3]=1.OCC1OC(=O)N(C[CH2:36][CH2:37][C:38]2[CH:43]=[CH:42][CH:41]=[CH:40][CH:39]=2)C1.FC1C=CC(CN2CC(CO)OC2=O)=CC=1, predict the reaction product. The product is: [CH3:1][C:2]1[CH:7]=[CH:6][C:5]([S:8]([O:11][CH2:12][CH:13]2[O:17][C:16](=[O:18])[N:15]([CH2:19][CH2:36][CH2:37][C:38]3[CH:43]=[CH:42][CH:41]=[CH:40][CH:39]=3)[CH2:14]2)(=[O:10])=[O:9])=[CH:4][CH:3]=1. (4) Given the reactants C1(N[C:7]2[C:12]([CH3:13])=[C:11]([CH3:14])[N:10]=[C:9]([NH:15][CH2:16][C:17]3[CH:22]=[CH:21][CH:20]=[CH:19][N:18]=3)[N:8]=2)CCCC1.[NH2:23][C:24]1[CH:29]=[CH:28][CH:27]=[C:26]([CH3:30])[CH:25]=1, predict the reaction product. The product is: [CH3:13][C:12]1[C:7]([NH:23][C:24]2[CH:29]=[CH:28][CH:27]=[C:26]([CH3:30])[CH:25]=2)=[N:8][C:9]([NH:15][CH2:16][C:17]2[CH:22]=[CH:21][CH:20]=[CH:19][N:18]=2)=[N:10][C:11]=1[CH3:14]. (5) The product is: [N+:11]([C:5]1[CH:4]=[CH:3][C:2]([C:1]([OH:22])=[O:14])=[CH:10][C:6]=1[C:7]([OH:9])=[O:8])([O-:13])=[O:12]. Given the reactants [CH3:1][C:2]1[CH:3]=[CH:4][C:5]([N+:11]([O-:13])=[O:12])=[C:6]([CH:10]=1)[C:7]([OH:9])=[O:8].[OH-:14].[K+].[O-][Mn](=O)(=O)=O.[K+].[OH2:22], predict the reaction product. (6) The product is: [CH3:1][C:2]1[N:7]=[C:6]([C:8]([N:64]2[CH:62]3[CH2:61][CH2:60][CH:59]2[CH:58]([CH2:57][O:56][C:52]2[N:51]=[N:50][CH:55]=[CH:54][CH:53]=2)[CH2:63]3)=[O:10])[C:5]([N:11]2[N:15]=[CH:14][CH:13]=[N:12]2)=[CH:4][CH:3]=1. Given the reactants [CH3:1][C:2]1[N:7]=[C:6]([C:8]([OH:10])=O)[C:5]([N:11]2[N:15]=[CH:14][CH:13]=[N:12]2)=[CH:4][CH:3]=1.CCN(C(C)C)C(C)C.CN(C(ON1N=NC2C=CC=CC1=2)=[N+](C)C)C.F[P-](F)(F)(F)(F)F.Cl.[N:50]1[CH:55]=[CH:54][CH:53]=[C:52]([O:56][CH2:57][CH:58]2[CH2:63][CH:62]3[NH:64][CH:59]2[CH2:60][CH2:61]3)[N:51]=1.C([O-])(O)=O.[Na+], predict the reaction product. (7) Given the reactants [CH2:1]([N:3]([CH2:35][CH3:36])[CH2:4]/[CH:5]=[CH:6]\[C:7]1[CH:12]=[C:11]([F:13])[CH:10]=[CH:9][C:8]=1[S:14]([NH:17][C:18]1[CH:27]=[CH:26][C:25]2[N:24]3[CH2:28][CH2:29][CH2:30][CH:23]3[CH2:22][CH2:21][C:20]=2[C:19]=1[C:31]([O:33]C)=[O:32])(=[O:16])=[O:15])[CH3:2].O.[OH-].[Li+].C(O)=O, predict the reaction product. The product is: [CH2:35]([N:3]([CH2:1][CH3:2])[CH2:4]/[CH:5]=[CH:6]\[C:7]1[CH:12]=[C:11]([F:13])[CH:10]=[CH:9][C:8]=1[S:14]([NH:17][C:18]1[CH:27]=[CH:26][C:25]2[N:24]3[CH2:28][CH2:29][CH2:30][CH:23]3[CH2:22][CH2:21][C:20]=2[C:19]=1[C:31]([OH:33])=[O:32])(=[O:15])=[O:16])[CH3:36]. (8) Given the reactants [CH2:1]([N:8]1[CH2:13][CH2:12][N:11]([C:14]([O:16][C:17]([CH3:20])([CH3:19])[CH3:18])=[O:15])[CH2:10][C@H:9]1[CH2:21][OH:22])[C:2]1[CH:7]=[CH:6][CH:5]=[CH:4][CH:3]=1.Br[CH2:24][C:25]1[CH:30]=[CH:29][C:28]([S:31][CH3:32])=[CH:27][CH:26]=1.[H-].[Na+], predict the reaction product. The product is: [CH2:1]([N:8]1[CH2:13][CH2:12][N:11]([C:14]([O:16][C:17]([CH3:18])([CH3:19])[CH3:20])=[O:15])[CH2:10][C@H:9]1[CH2:21][O:22][CH2:24][C:25]1[CH:30]=[CH:29][C:28]([S:31][CH3:32])=[CH:27][CH:26]=1)[C:2]1[CH:7]=[CH:6][CH:5]=[CH:4][CH:3]=1. (9) Given the reactants Br[C:2]1[CH:11]=[CH:10]C=C2[C:3]=1[CH:4]=[CH:5]C=[C:7]2[CH2:12][OH:13].C1C=CC(P(C2C=CC=CC=2)C2C=CC=CC=2)=CC=1.[C:33]([O:37]C(NC(NC(OC(C)(C)C)=O)=N)=O)(C)(C)[CH3:34].CC(OC(/N=N/C(OC(C)C)=O)=O)C, predict the reaction product. The product is: [CH3:34][CH2:33][O:37][C:12]([CH3:7])=[O:13].[CH3:10][CH2:11][CH2:2][CH2:3][CH2:4][CH3:5]. (10) Given the reactants Cl.Cl.[CH2:3]([O:5][C:6](=[O:12])[CH2:7][NH:8][CH2:9][CH2:10][NH2:11])[CH3:4].[Cl:13][C:14]1[CH:19]=[CH:18][C:17]([C:20]2[S:24][C:23]([S:25](Cl)(=[O:27])=[O:26])=[N:22][N:21]=2)=[CH:16][CH:15]=1.C(N(CC)CC)C, predict the reaction product. The product is: [CH2:3]([O:5][C:6](=[O:12])[CH2:7][NH:8][CH2:9][CH2:10][NH:11][S:25]([C:23]1[S:24][C:20]([C:17]2[CH:18]=[CH:19][C:14]([Cl:13])=[CH:15][CH:16]=2)=[N:21][N:22]=1)(=[O:26])=[O:27])[CH3:4].